Task: Predict the product of the given reaction.. Dataset: Forward reaction prediction with 1.9M reactions from USPTO patents (1976-2016) Given the reactants [C:1]1([C@H:7]2[C@@H:11]([C:12]3[CH:17]=[CH:16][CH:15]=[CH:14][CH:13]=3)[N:10]([C:18]([O:20][C:21]([CH3:24])([CH3:23])[CH3:22])=[O:19])[C:9](SC)=[N:8]2)[CH:6]=[CH:5][CH:4]=[CH:3][CH:2]=1.[F:27][C:28]1[CH:29]=[C:30]([CH:33]=[CH:34][CH:35]=1)[CH2:31][NH2:32], predict the reaction product. The product is: [C:21]([O:20][C:18]([N:10]1[C@H:11]([C:12]2[CH:17]=[CH:16][CH:15]=[CH:14][CH:13]=2)[C@H:7]([C:1]2[CH:6]=[CH:5][CH:4]=[CH:3][CH:2]=2)[N:8]=[C:9]1[NH:32][CH2:31][C:30]1[CH:33]=[CH:34][CH:35]=[C:28]([F:27])[CH:29]=1)=[O:19])([CH3:24])([CH3:23])[CH3:22].